This data is from Catalyst prediction with 721,799 reactions and 888 catalyst types from USPTO. The task is: Predict which catalyst facilitates the given reaction. (1) Reactant: [OH:1][N:2]1[C:6](=[O:7])[CH2:5][CH2:4][C:3]1=[O:8].CCN=C=NCCCN(C)C.[CH3:20][O:21][CH2:22][CH2:23][O:24][CH2:25][CH2:26][O:27][CH2:28][CH2:29][O:30][CH2:31][CH2:32][CH2:33][C:34](O)=[O:35]. Product: [O:8]=[C:3]1[CH2:4][CH2:5][C:6](=[O:7])[N:2]1[O:1][C:34](=[O:35])[CH2:33][CH2:32][CH2:31][O:30][CH2:29][CH2:28][O:27][CH2:26][CH2:25][O:24][CH2:23][CH2:22][O:21][CH3:20]. The catalyst class is: 2. (2) Reactant: O1CCCC1.[F:6][C:7]1[CH:8]=[C:9]([CH:21]2[CH2:23][CH:22]2[C:24]([O:26]CC)=[O:25])[CH:10]=[C:11]([F:20])[C:12]=1[C:13]([CH3:19])([CH3:18])[C:14]([F:17])([F:16])[F:15].C([Sn](CCCC)(CCCC)CCCC)=C.[OH-].[Na+]. Product: [F:6][C:7]1[CH:8]=[C:9]([CH:21]2[CH2:23][CH:22]2[C:24]([OH:26])=[O:25])[CH:10]=[C:11]([F:20])[C:12]=1[C:13]([CH3:19])([CH3:18])[C:14]([F:17])([F:15])[F:16]. The catalyst class is: 5.